Dataset: Forward reaction prediction with 1.9M reactions from USPTO patents (1976-2016). Task: Predict the product of the given reaction. (1) Given the reactants C(N(CC)CC)C.[C:8]([CH:10]1[C@H:16]([NH:17][C:18](=[O:24])[O:19][C:20]([CH3:23])([CH3:22])[CH3:21])[CH2:15][CH2:14][C@@H:13]([C:25]2[CH:30]=[CH:29][CH:28]=[C:27]([F:31])[C:26]=2[F:32])[CH2:12][NH:11]1)#[N:9].[C:33](OC(=O)C)(=[O:35])[CH3:34].C(=O)(O)[O-].[Na+], predict the reaction product. The product is: [C:33]([N:11]1[CH2:12][C@H:13]([C:25]2[CH:30]=[CH:29][CH:28]=[C:27]([F:31])[C:26]=2[F:32])[CH2:14][CH2:15][C@@H:16]([NH:17][C:18](=[O:24])[O:19][C:20]([CH3:23])([CH3:22])[CH3:21])[CH:10]1[C:8]#[N:9])(=[O:35])[CH3:34]. (2) Given the reactants [S:1]1[C:9]2[CH2:8][CH2:7][N:6]([C:10]([O:12][C:13]([CH3:16])([CH3:15])[CH3:14])=[O:11])[CH2:5][C:4]=2[CH:3]=[C:2]1[C:17]([O:19]C)=[O:18].[OH-].[Na+], predict the reaction product. The product is: [C:13]([O:12][C:10]([N:6]1[CH2:7][CH2:8][C:9]2[S:1][C:2]([C:17]([OH:19])=[O:18])=[CH:3][C:4]=2[CH2:5]1)=[O:11])([CH3:16])([CH3:14])[CH3:15]. (3) Given the reactants [CH:1]1([CH2:7][CH2:8][CH2:9][C@@H:10]([C:19]2[O:23][N:22]=[C:21]([CH2:24][NH:25][CH2:26][CH3:27])[N:20]=2)[CH2:11][C:12]([O:14]C(C)(C)C)=[O:13])[CH2:6][CH2:5][CH2:4][CH2:3][CH2:2]1.C(O)(C(F)(F)F)=O, predict the reaction product. The product is: [CH:1]1([CH2:7][CH2:8][CH2:9][C@@H:10]([C:19]2[O:23][N:22]=[C:21]([CH2:24][NH:25][CH2:26][CH3:27])[N:20]=2)[CH2:11][C:12]([OH:14])=[O:13])[CH2:2][CH2:3][CH2:4][CH2:5][CH2:6]1. (4) Given the reactants [CH3:1][O:2][C:3]1[CH:12]=[C:11]([NH:13][CH2:14][CH2:15]N)[C:10]2[C:5](=[CH:6][CH:7]=[CH:8][CH:9]=2)[N:4]=1.C([N:19](CC)CC)C.[C:24](Cl)(=[O:30])/[CH:25]=[CH:26]/[CH2:27][CH2:28][CH3:29], predict the reaction product. The product is: [CH3:1][O:2][C:3]1[CH:12]=[C:11]([NH:13][CH2:14][CH2:15][C:25](=[CH:26][CH2:27][CH2:28][CH3:29])[C:24]([NH2:19])=[O:30])[C:10]2[C:5](=[CH:6][CH:7]=[CH:8][CH:9]=2)[N:4]=1.